Dataset: Forward reaction prediction with 1.9M reactions from USPTO patents (1976-2016). Task: Predict the product of the given reaction. The product is: [F:1][C:2]1[CH:7]=[C:6]([S:8]([CH3:11])(=[O:9])=[O:10])[CH:5]=[CH:4][C:3]=1[C:12]1[CH:17]=[N:16][C:15]([O:18][CH2:24][CH:25]2[CH2:30][CH2:29][N:28]([C:31]3[O:35][N:34]=[C:33]([CH:36]([CH3:38])[CH3:37])[N:32]=3)[CH2:27][CH2:26]2)=[CH:14][N:13]=1. Given the reactants [F:1][C:2]1[CH:7]=[C:6]([S:8]([CH3:11])(=[O:10])=[O:9])[CH:5]=[CH:4][C:3]=1[C:12]1[N:13]=[CH:14][C:15]([OH:18])=[N:16][CH:17]=1.CS(O[CH2:24][CH:25]1[CH2:30][CH2:29][N:28]([C:31]2[O:35][N:34]=[C:33]([CH:36]([CH3:38])[CH3:37])[N:32]=2)[CH2:27][CH2:26]1)(=O)=O.C([O-])([O-])=O.[K+].[K+], predict the reaction product.